Dataset: TCR-epitope binding with 47,182 pairs between 192 epitopes and 23,139 TCRs. Task: Binary Classification. Given a T-cell receptor sequence (or CDR3 region) and an epitope sequence, predict whether binding occurs between them. (1) The epitope is LLFGYPVYV. The TCR CDR3 sequence is CASSDQNIQYF. Result: 0 (the TCR does not bind to the epitope). (2) The epitope is KLWAQCVQL. The TCR CDR3 sequence is CASSPGLAGPETQYF. Result: 0 (the TCR does not bind to the epitope). (3) The epitope is QIKVRVKMV. The TCR CDR3 sequence is CASSEWRGAGTDTQYF. Result: 0 (the TCR does not bind to the epitope). (4) The epitope is YLKLTDNVYIK. The TCR CDR3 sequence is CASSQAHSGPTYEQYF. Result: 1 (the TCR binds to the epitope). (5) The epitope is LLFNKVTLA. The TCR CDR3 sequence is CSARDPGTNYGYTF. Result: 0 (the TCR does not bind to the epitope).